This data is from Full USPTO retrosynthesis dataset with 1.9M reactions from patents (1976-2016). The task is: Predict the reactants needed to synthesize the given product. (1) Given the product [Cl:16][C:17]1[N:18]=[CH:19][N:20]=[C:21]([NH:13][S:10]([C:5]2[CH:4]=[CH:9][C:8]([CH:25]([CH3:26])[CH3:24])=[CH:7][CH:6]=2)(=[O:11])=[O:12])[CH:22]=1, predict the reactants needed to synthesize it. The reactants are: C([C:4]1[CH:9]=[CH:8][CH:7]=[CH:6][C:5]=1[S:10]([NH2:13])(=[O:12])=[O:11])(C)C.[H-].[Na+].[Cl:16][C:17]1[CH:22]=[C:21](Cl)[N:20]=[CH:19][N:18]=1.[C:24](O)(=O)[CH2:25][C:26](CC(O)=O)(C(O)=O)O. (2) Given the product [CH3:11][C:10]1[C:6]([CH2:5][C:1]#[N:2])=[N:7][NH:8][CH:9]=1, predict the reactants needed to synthesize it. The reactants are: [C-:1]#[N:2].[K+].Cl[CH2:5][C:6]1[C:10]([CH3:11])=[CH:9][NH:8][N:7]=1. (3) Given the product [NH2:20][C:16]1[C:15]2[N:21]=[C:12]([S:11][C:3]3[C:2]([I:1])=[CH:10][C:6]4[O:7][CH2:8][O:9][C:5]=4[CH:4]=3)[N:13]([CH2:54][CH2:55][CH2:47][CH2:48][CH2:49][C:50]([O:61][CH2:60][CH3:22])=[O:51])[C:14]=2[CH:19]=[CH:18][N:17]=1, predict the reactants needed to synthesize it. The reactants are: [I:1][C:2]1[C:3]([S:11][C:12]2[NH:13][C:14]3[CH:19]=[CH:18][N:17]=[C:16]([NH2:20])[C:15]=3[N:21]=2)=[CH:4][C:5]2[O:9][CH2:8][O:7][C:6]=2[CH:10]=1.[C:22]([O-])([O-])=O.[Cs+].[Cs+].NC1C2N=C(S[C:47]3[C:55](I)=[CH:54][C:50]4[O:51]CO[C:49]=4[CH:48]=3)N(CCCC(OCC)=O)C=2C=CN=1.CN([CH:60]=[O:61])C. (4) Given the product [C:1]([C:3]1[N:8]=[C:7]([C:9]2[CH:10]=[CH:11][C:12]([C:15]([CH3:20])([CH3:19])[C:16]([NH:21][C@@H:22]([CH2:25][CH3:26])[CH2:23][OH:24])=[O:18])=[CH:13][CH:14]=2)[CH:6]=[N:5][CH:4]=1)#[N:2], predict the reactants needed to synthesize it. The reactants are: [C:1]([C:3]1[N:8]=[C:7]([C:9]2[CH:14]=[CH:13][C:12]([C:15]([CH3:20])([CH3:19])[C:16]([OH:18])=O)=[CH:11][CH:10]=2)[CH:6]=[N:5][CH:4]=1)#[N:2].[NH2:21][CH:22]([CH2:25][CH3:26])[CH2:23][OH:24]. (5) Given the product [N+:1]([C:4]1[CH:9]=[CH:8][C:7]([C:10]2[O:25][C:13]([CH:15]3[CH2:16][CH2:17][CH:18]([C:21]([O:23][CH3:24])=[O:22])[CH2:19][CH2:20]3)=[N:12][CH:11]=2)=[CH:6][CH:5]=1)([O-:3])=[O:2], predict the reactants needed to synthesize it. The reactants are: [N+:1]([C:4]1[CH:9]=[CH:8][C:7]([C:10](=[O:25])[CH2:11][NH:12][C:13]([CH:15]2[CH2:20][CH2:19][CH:18]([C:21]([O:23][CH3:24])=[O:22])[CH2:17][CH2:16]2)=O)=[CH:6][CH:5]=1)([O-:3])=[O:2].O=P(Cl)(Cl)Cl.C([O-])(O)=O.[Na+]. (6) Given the product [Cl:12][C:13]1[C:18]([Cl:19])=[CH:17][CH:16]=[CH:15][C:14]=1[CH2:20][CH2:21][NH:22][C:8](=[O:10])[CH2:7][S:6][CH2:5][CH2:4][C:3]([O:2][CH3:1])=[O:11], predict the reactants needed to synthesize it. The reactants are: [CH3:1][O:2][C:3](=[O:11])[CH2:4][CH2:5][S:6][CH2:7][C:8]([OH:10])=O.[Cl:12][C:13]1[C:18]([Cl:19])=[CH:17][CH:16]=[CH:15][C:14]=1[CH2:20][CH2:21][NH2:22]. (7) Given the product [CH:1]1([CH:6]2[O:10][B:9]([OH:11])[C:8]3[CH:12]=[C:13]([NH:16][C:17](=[O:28])[C:18]4[CH:23]=[CH:22][C:21]([F:29])=[CH:20][C:19]=4[C:24]([F:27])([F:25])[F:26])[CH:14]=[CH:15][C:7]2=3)[CH2:2][CH2:3][CH2:4][CH2:5]1, predict the reactants needed to synthesize it. The reactants are: [CH:1]1([CH:6]2[O:10][B:9]([OH:11])[C:8]3[CH:12]=[C:13]([NH:16][C:17](=[O:28])[C:18]4[CH:23]=[CH:22][CH:21]=[CH:20][C:19]=4[C:24]([F:27])([F:26])[F:25])[CH:14]=[CH:15][C:7]2=3)[CH2:5][CH2:4][CH2:3][CH2:2]1.[F:29]C(F)(F)C1C=C(F)C=CC=1C(Cl)=O. (8) The reactants are: [Br:1][C:2]1[CH:3]=[CH:4][C:5]([O:22][Si](C(C)(C)C)(C)C)=[C:6]([CH:8]([C:13]([C:15]2[CH:20]=[CH:19][C:18]([F:21])=[CH:17][CH:16]=2)=[O:14])[C:9]([O:11][CH3:12])=[O:10])[CH:7]=1.CCCC[N+](CCCC)(CCCC)CCCC.[F-]. Given the product [Br:1][C:2]1[CH:3]=[CH:4][C:5]([OH:22])=[C:6]([CH:8]([C:13]([C:15]2[CH:16]=[CH:17][C:18]([F:21])=[CH:19][CH:20]=2)=[O:14])[C:9]([O:11][CH3:12])=[O:10])[CH:7]=1, predict the reactants needed to synthesize it. (9) Given the product [CH3:1][C:2]1[CH:7]=[CH:6][C:5]([C:8]2[O:9][C:10]([CH3:13])=[N:11][N:12]=2)=[CH:4][C:3]=1[C:14]1[CH:15]=[CH:16][C:17]([C:20]([N:22]([CH3:35])[CH2:23][C:24]2[CH:33]=[CH:32][C:31]3[C:26](=[CH:27][CH:28]=[CH:29][CH:30]=3)[CH:25]=2)=[O:21])=[CH:18][CH:19]=1, predict the reactants needed to synthesize it. The reactants are: [CH3:1][C:2]1[CH:7]=[CH:6][C:5]([C:8]2[O:9][C:10]([CH3:13])=[N:11][N:12]=2)=[CH:4][C:3]=1[C:14]1[CH:19]=[CH:18][C:17]([C:20]([NH:22][CH2:23][C:24]2[CH:33]=[CH:32][C:31]3[C:26](=[CH:27][CH:28]=[CH:29][CH:30]=3)[CH:25]=2)=[O:21])=[CH:16][CH:15]=1.I[CH3:35].